The task is: Regression. Given a peptide amino acid sequence and an MHC pseudo amino acid sequence, predict their binding affinity value. This is MHC class II binding data.. This data is from Peptide-MHC class II binding affinity with 134,281 pairs from IEDB. (1) The peptide sequence is SQDLELSTNLNGLQAY. The MHC is HLA-DQA10301-DQB10302 with pseudo-sequence HLA-DQA10301-DQB10302. The binding affinity (normalized) is 0.317. (2) The peptide sequence is RSPISNMVSMANNHM. The MHC is HLA-DQA10102-DQB10502 with pseudo-sequence HLA-DQA10102-DQB10502. The binding affinity (normalized) is 0.112.